Predict the product of the given reaction. From a dataset of Forward reaction prediction with 1.9M reactions from USPTO patents (1976-2016). Given the reactants [OH:1][CH2:2][CH2:3][N:4]([CH2:17][C:18]([F:21])([F:20])[F:19])[C:5]1[CH:12]=[CH:11][C:8]([C:9]#[N:10])=[C:7]([C:13]([F:16])([F:15])[F:14])[CH:6]=1.O[C:23]1[CH:24]=[CH:25][C:26]([CH3:29])=[N:27][CH:28]=1, predict the reaction product. The product is: [CH3:29][C:26]1[N:27]=[CH:28][C:23]([O:1][CH2:2][CH2:3][N:4]([CH2:17][C:18]([F:19])([F:20])[F:21])[C:5]2[CH:12]=[CH:11][C:8]([C:9]#[N:10])=[C:7]([C:13]([F:15])([F:16])[F:14])[CH:6]=2)=[CH:24][CH:25]=1.